Dataset: Aqueous solubility values for 9,982 compounds from the AqSolDB database. Task: Regression/Classification. Given a drug SMILES string, predict its absorption, distribution, metabolism, or excretion properties. Task type varies by dataset: regression for continuous measurements (e.g., permeability, clearance, half-life) or binary classification for categorical outcomes (e.g., BBB penetration, CYP inhibition). For this dataset (solubility_aqsoldb), we predict Y. The molecule is Oc1ccc(N=Nc2ccccc2)c(O)c1. The Y is -3.08 log mol/L.